This data is from CYP2D6 inhibition data for predicting drug metabolism from PubChem BioAssay. The task is: Regression/Classification. Given a drug SMILES string, predict its absorption, distribution, metabolism, or excretion properties. Task type varies by dataset: regression for continuous measurements (e.g., permeability, clearance, half-life) or binary classification for categorical outcomes (e.g., BBB penetration, CYP inhibition). Dataset: cyp2d6_veith. The drug is Cc1cccc(N(CC(=O)NC2CCCC2)C(=O)c2cc3cc4cccc(C)c4nc3s2)c1C. The result is 0 (non-inhibitor).